Dataset: Experimentally validated miRNA-target interactions with 360,000+ pairs, plus equal number of negative samples. Task: Binary Classification. Given a miRNA mature sequence and a target amino acid sequence, predict their likelihood of interaction. (1) The miRNA is hsa-miR-513a-5p with sequence UUCACAGGGAGGUGUCAU. The protein sequence of the target gene is MNLELLESFGQNYPEEADGTLDCISMALTCTFNRWGTLLAVGCNDGRIVIWDFLTRGIAKIISAHIHPVCSLCWSRDGHKLVSASTDNIVSQWDVLSGDCDQRFRFPSPILKVQYHPRDQNKVLVCPMKSAPVMLTLSDSKHVVLPVDDDSDLNVVASFDRRGEYIYTGNAKGKILVLKTDSQDLVASFRVTTGTSNTTAIKSIEFARKGSCFLINTADRIIRVYDGREILTCGRDGEPEPMQKLQDLVNRTPWKKCCFSGDGEYIVAGSARQHALYIWEKSIGNLVKILHGTRGELLLD.... Result: 1 (interaction). (2) The miRNA is hsa-miR-335-5p with sequence UCAAGAGCAAUAACGAAAAAUGU. The protein sequence of the target gene is MVCREQLSKNQVKWVFAGITCVSVVVIAAIVLAITLRRPGCELEACSPDADMLDYLLSLGQISRRDALEVTWYHAANSKKAMTAALNSNITVLEADVNVEGLGTANETGVPIMAHPPTIYSDNTLEQWLDAVLGSSQKGIKLDFKNIKAVGPSLDLLRQLTEEGKVRRPIWINADILKGPNMLISTEVNATQFLALVQEKYPKATLSPGWTTFYMSTSPNRTYTQAMVEKMHELVGGVPQRVTFPVRSSMVRAAWPHFSWLLSQSERYSLTLWQAASDPMSVEDLLYVRDNTAVHQVYYD.... Result: 1 (interaction). (3) The miRNA is hsa-miR-4653-5p with sequence UCUCUGAGCAAGGCUUAACACC. The protein sequence of the target gene is MESLFPAPFWEVLYGSHFQGNLSLLNETVPHHLLLNASHSAFLPLGLKVTIVGLYLAVCIGGLLGNCLVMYVILRHTKMKTATNIYIFNLALADTLVLLTLPFQGTDILLGFWPFGNALCKTVIAIDYYNMFTSTFTLTAMSVDRYVAICHPIRALDVRTSSKAQAVNVAIWALASVVGVPVAIMGSAQVEDEEIECLVEIPAPQDYWGPVFAICIFLFSFIIPVLIISVCYSLMIRRLRGVRLLSGSREKDRNLRRITRLVLVVVAVFVGCWTPVQVFVLVQGLGVQPGSETAVAILRF.... Result: 0 (no interaction). (4) The miRNA is hsa-miR-939-3p with sequence CCCUGGGCCUCUGCUCCCCAG. The protein sequence of the target gene is MAALRDAEIQKDVQTYYGQVLKRSADLQTNGCVTTARPVPKHIREALQNVHEEVALRYYGCGLVIPEHLENCWILDLGSGSGRDCYVLSQLVGEKGHVTGIDMTKGQVEVAEKYLDYHMEKYGFQASNVTFIHGYIEKLGEAGIKNESHDIVVSNCVINLVPDKQQVLQEAYRVLKHGGELYFSDVYTSLELPEEIRTHKVLWGECLGGALYWKELAVLAQKIGFCPPRLVTANLITIQNKELERVIGDCRFVSATFRLFKHSKTGPTKRCQVIYNGGITGHEKELMFDANFTFKEGEIV.... Result: 1 (interaction).